The task is: Predict the reactants needed to synthesize the given product.. This data is from Full USPTO retrosynthesis dataset with 1.9M reactions from patents (1976-2016). (1) Given the product [NH2:36][C:37]1([C:41]2[CH:42]=[CH:43][C:44]([C:47]3[C:56](=[O:57])[C:55]4[C:50](=[CH:51][CH:52]=[C:53]([N:58]5[CH2:63][CH2:62][N:61]([CH3:64])[CH2:60][CH2:59]5)[CH:54]=4)[O:49][C:48]=3[C:65]3[CH:70]=[CH:69][CH:68]=[CH:67][CH:66]=3)=[CH:45][CH:46]=2)[CH2:38][CH2:39][CH2:40]1, predict the reactants needed to synthesize it. The reactants are: NC1(C2C=CC(C3C(=O)C4C(=CC=C(F)C=4)OC=3C3C=CC=CC=3)=CC=2)CCC1.C(OC(=O)[NH:36][C:37]1([C:41]2[CH:46]=[CH:45][C:44]([C:47]3[C:56](=[O:57])[C:55]4[C:50](=[CH:51][CH:52]=[C:53]([N:58]5[CH2:63][CH2:62][N:61]([CH3:64])[CH2:60][CH2:59]5)[CH:54]=4)[O:49][C:48]=3[C:65]3[CH:70]=[CH:69][CH:68]=[CH:67][CH:66]=3)=[CH:43][CH:42]=2)[CH2:40][CH2:39][CH2:38]1)(C)(C)C. (2) The reactants are: [C:1]([O:5][C:6]([N:8]1[CH2:13][CH2:12][CH:11]([CH2:14][O:15][C:16]2[CH:25]=[C:24]3[C:19]([C:20](Cl)=[CH:21][N:22]=[N:23]3)=[CH:18][C:17]=2[O:27][CH3:28])[CH2:10][CH2:9]1)=[O:7])([CH3:4])([CH3:3])[CH3:2].O[C:30]1[CH:31]=[C:32]2[C:36](=[CH:37][CH:38]=1)[NH:35][C:34]([CH3:39])=[CH:33]2.C(=O)([O-])[O-].[Cs+].[Cs+]. Given the product [C:1]([O:5][C:6]([N:8]1[CH2:13][CH2:12][CH:11]([CH2:14][O:15][C:16]2[CH:25]=[C:24]3[C:19]([C:20]([C:30]4[CH:31]=[C:32]5[C:36](=[CH:37][CH:38]=4)[NH:35][C:34]([CH3:39])=[CH:33]5)=[CH:21][N:22]=[N:23]3)=[CH:18][C:17]=2[O:27][CH3:28])[CH2:10][CH2:9]1)=[O:7])([CH3:4])([CH3:3])[CH3:2], predict the reactants needed to synthesize it. (3) Given the product [NH2:23][C:20]1[N:19]=[C:18]([CH3:24])[C:17]([C:6]2[N:5]=[C:4]3[C:9]([N:10]=[C:2]([NH:31][CH2:30][CH2:29][NH:32][S:40]([CH3:43])(=[O:42])=[O:41])[N:3]3[CH2:25][CH:26]3[CH2:28][CH2:27]3)=[C:8]([N:11]3[CH2:16][CH2:15][O:14][CH2:13][CH2:12]3)[N:7]=2)=[CH:22][N:21]=1, predict the reactants needed to synthesize it. The reactants are: Cl[C:2]1[N:3]([CH2:25][CH:26]2[CH2:28][CH2:27]2)[C:4]2[C:9]([N:10]=1)=[C:8]([N:11]1[CH2:16][CH2:15][O:14][CH2:13][CH2:12]1)[N:7]=[C:6]([C:17]1[C:18]([CH3:24])=[N:19][C:20]([NH2:23])=[N:21][CH:22]=1)[N:5]=2.[CH2:29]([NH2:32])[CH2:30][NH2:31].C(N(CC)CC)C.[S:40](Cl)([CH3:43])(=[O:42])=[O:41]. (4) Given the product [Cl:32][C:31]1[C:30]([Cl:33])=[CH:29][CH:28]=[CH:27][C:26]=1[N:23]1[CH2:24][CH2:25][N+:20]([O-:42])([CH2:19]/[CH:18]=[CH:17]/[CH2:16][NH:15][C:13](=[O:14])[C:10]2[CH:11]=[CH:12][C:7]([C:5]3[CH:6]=[CH:1][CH:2]=[CH:3][N:4]=3)=[CH:8][CH:9]=2)[CH2:21][CH2:22]1, predict the reactants needed to synthesize it. The reactants are: [CH:1]1[CH:2]=[CH:3][N:4]=[C:5]([C:7]2[CH:8]=[CH:9][C:10]([C:13]([NH:15][CH2:16]/[CH:17]=[CH:18]/[CH2:19][N:20]3[CH2:25][CH2:24][N:23]([C:26]4[C:31]([Cl:32])=[C:30]([Cl:33])[CH:29]=[CH:28][CH:27]=4)[CH2:22][CH2:21]3)=[O:14])=[CH:11][CH:12]=2)[CH:6]=1.ClC1C=CC=C(C(OO)=[O:42])C=1. (5) Given the product [I:14][C:11]1[CH:12]=[CH:13][C:8]2[N:9]([CH:15]=[C:6]([NH2:5])[N:7]=2)[CH:10]=1, predict the reactants needed to synthesize it. The reactants are: FC(F)(F)C([NH:5][C:6]1[N:7]=[C:8]2[CH:13]=[CH:12][C:11]([I:14])=[CH:10][N:9]2[CH:15]=1)=O.C([O-])([O-])=O.[K+].[K+].